This data is from Forward reaction prediction with 1.9M reactions from USPTO patents (1976-2016). The task is: Predict the product of the given reaction. (1) Given the reactants [CH2:1]([O:3][C:4](=[O:36])[CH:5]([C:20]1[N:21]([CH3:35])[C:22]2[C:27]([C:28]=1[S:29][C:30]([CH3:33])([CH3:32])[CH3:31])=[CH:26][C:25]([OH:34])=[CH:24][CH:23]=2)[CH2:6][C:7]1[CH:12]=[CH:11][CH:10]=[C:9]([C:13]2[N:18]=[CH:17][C:16]([F:19])=[CH:15][N:14]=2)[CH:8]=1)[CH3:2].Cl[CH2:38][C:39]1[CH:44]=[CH:43][C:42]([CH3:45])=[CH:41][N:40]=1, predict the reaction product. The product is: [CH2:1]([O:3][C:4](=[O:36])[CH:5]([C:20]1[N:21]([CH3:35])[C:22]2[C:27]([C:28]=1[S:29][C:30]([CH3:32])([CH3:31])[CH3:33])=[CH:26][C:25]([O:34][CH2:38][C:39]1[CH:44]=[CH:43][C:42]([CH3:45])=[CH:41][N:40]=1)=[CH:24][CH:23]=2)[CH2:6][C:7]1[CH:12]=[CH:11][CH:10]=[C:9]([C:13]2[N:18]=[CH:17][C:16]([F:19])=[CH:15][N:14]=2)[CH:8]=1)[CH3:2]. (2) Given the reactants [C:1]([O:5][C:6]([N:8]1[CH2:12][C@H:11](O)[CH2:10][C@H:9]1[C:14]([N:16]1[CH2:20][CH2:19][CH2:18][CH2:17]1)=[O:15])=[O:7])([CH3:4])([CH3:3])[CH3:2].[CH2:21]([N:23](CC)CC)C.CS(Cl)(=O)=O.O, predict the reaction product. The product is: [C:1]([O:5][C:6]([N:8]1[CH2:12][C@@H:11]([C:21]#[N:23])[CH2:10][C@H:9]1[C:14]([N:16]1[CH2:20][CH2:19][CH2:18][CH2:17]1)=[O:15])=[O:7])([CH3:4])([CH3:3])[CH3:2]. (3) Given the reactants C(OC(=O)[NH:7][CH2:8][CH2:9][CH2:10][NH:11][CH2:12][C:13](=[O:30])[NH:14][C:15]1[CH:28]=[CH:27][C:26]2[NH:25][C:24](=[O:29])[C:23]3[C:18](=[CH:19][CH:20]=[CH:21][CH:22]=3)[C:17]=2[CH:16]=1)(C)(C)C.[ClH:32], predict the reaction product. The product is: [ClH:32].[NH2:7][CH2:8][CH2:9][CH2:10][NH:11][CH2:12][C:13]([NH:14][C:15]1[CH:28]=[CH:27][C:26]2[NH:25][C:24](=[O:29])[C:23]3[C:18](=[CH:19][CH:20]=[CH:21][CH:22]=3)[C:17]=2[CH:16]=1)=[O:30].